This data is from NCI-60 drug combinations with 297,098 pairs across 59 cell lines. The task is: Regression. Given two drug SMILES strings and cell line genomic features, predict the synergy score measuring deviation from expected non-interaction effect. (1) Drug 1: C1=NC2=C(N=C(N=C2N1C3C(C(C(O3)CO)O)F)Cl)N. Drug 2: C1CC(=O)NC(=O)C1N2C(=O)C3=CC=CC=C3C2=O. Cell line: MALME-3M. Synergy scores: CSS=-0.214, Synergy_ZIP=-0.815, Synergy_Bliss=-0.116, Synergy_Loewe=-0.853, Synergy_HSA=-0.974. (2) Drug 2: COCCOC1=C(C=C2C(=C1)C(=NC=N2)NC3=CC=CC(=C3)C#C)OCCOC.Cl. Cell line: M14. Synergy scores: CSS=5.18, Synergy_ZIP=0.239, Synergy_Bliss=3.64, Synergy_Loewe=0.209, Synergy_HSA=0.405. Drug 1: CC1CCC2CC(C(=CC=CC=CC(CC(C(=O)C(C(C(=CC(C(=O)CC(OC(=O)C3CCCCN3C(=O)C(=O)C1(O2)O)C(C)CC4CCC(C(C4)OC)OCCO)C)C)O)OC)C)C)C)OC. (3) Drug 1: C#CCC(CC1=CN=C2C(=N1)C(=NC(=N2)N)N)C3=CC=C(C=C3)C(=O)NC(CCC(=O)O)C(=O)O. Drug 2: CC(C)CN1C=NC2=C1C3=CC=CC=C3N=C2N. Cell line: DU-145. Synergy scores: CSS=-0.827, Synergy_ZIP=-0.573, Synergy_Bliss=-2.92, Synergy_Loewe=-1.78, Synergy_HSA=-2.74. (4) Drug 1: CCC1=C2CN3C(=CC4=C(C3=O)COC(=O)C4(CC)O)C2=NC5=C1C=C(C=C5)O. Drug 2: CCCCC(=O)OCC(=O)C1(CC(C2=C(C1)C(=C3C(=C2O)C(=O)C4=C(C3=O)C=CC=C4OC)O)OC5CC(C(C(O5)C)O)NC(=O)C(F)(F)F)O. Cell line: SNB-19. Synergy scores: CSS=43.2, Synergy_ZIP=-1.85, Synergy_Bliss=0.450, Synergy_Loewe=-10.3, Synergy_HSA=2.65. (5) Drug 1: CC1=C2C(C(=O)C3(C(CC4C(C3C(C(C2(C)C)(CC1OC(=O)C(C(C5=CC=CC=C5)NC(=O)OC(C)(C)C)O)O)OC(=O)C6=CC=CC=C6)(CO4)OC(=O)C)OC)C)OC. Drug 2: CCCCC(=O)OCC(=O)C1(CC(C2=C(C1)C(=C3C(=C2O)C(=O)C4=C(C3=O)C=CC=C4OC)O)OC5CC(C(C(O5)C)O)NC(=O)C(F)(F)F)O. Cell line: UACC62. Synergy scores: CSS=42.8, Synergy_ZIP=8.03, Synergy_Bliss=8.22, Synergy_Loewe=-5.56, Synergy_HSA=9.17. (6) Drug 1: CCCS(=O)(=O)NC1=C(C(=C(C=C1)F)C(=O)C2=CNC3=C2C=C(C=N3)C4=CC=C(C=C4)Cl)F. Drug 2: COC1=CC(=CC(=C1O)OC)C2C3C(COC3=O)C(C4=CC5=C(C=C24)OCO5)OC6C(C(C7C(O6)COC(O7)C8=CC=CS8)O)O. Cell line: ACHN. Synergy scores: CSS=60.4, Synergy_ZIP=-1.71, Synergy_Bliss=-2.35, Synergy_Loewe=-18.9, Synergy_HSA=-0.664. (7) Drug 1: C1=CC=C(C=C1)NC(=O)CCCCCCC(=O)NO. Drug 2: C1C(C(OC1N2C=NC(=NC2=O)N)CO)O. Cell line: RPMI-8226. Synergy scores: CSS=56.6, Synergy_ZIP=-1.50, Synergy_Bliss=0.348, Synergy_Loewe=1.57, Synergy_HSA=5.70.